Dataset: Catalyst prediction with 721,799 reactions and 888 catalyst types from USPTO. Task: Predict which catalyst facilitates the given reaction. Reactant: [Cl:1][C:2]1[N:3]=[C:4](Cl)[C:5]2[CH2:10][CH2:9][CH:8]([C:11]3[CH:16]=[C:15]([F:17])[CH:14]=[C:13]([F:18])[CH:12]=3)[C:6]=2[N:7]=1.[CH3:20][NH2:21]. Product: [Cl:1][C:2]1[N:3]=[C:4]([NH:21][CH3:20])[C:5]2[CH2:10][CH2:9][CH:8]([C:11]3[CH:16]=[C:15]([F:17])[CH:14]=[C:13]([F:18])[CH:12]=3)[C:6]=2[N:7]=1. The catalyst class is: 5.